Dataset: Reaction yield outcomes from USPTO patents with 853,638 reactions. Task: Predict the reaction yield, written as a fraction of the theoretical maximum amount of product (1.0 means a 100% yield; for example, 0.34 means a 34% yield). (1) The reactants are [CH2:1]([O:3][C:4]([C:6]1[CH2:7][CH2:8][N:9]([C:20]([O:22][C:23]([CH3:26])([CH3:25])[CH3:24])=[O:21])[CH2:10][C:11]=1[NH:12][CH2:13][C:14]1[CH:19]=[CH:18][CH:17]=[CH:16][CH:15]=1)=[O:5])[CH3:2].[BH-](OC(C)=O)(OC(C)=O)OC(C)=O.[Na+].C(O)(=O)C. The catalyst is C1(C)C=CC=CC=1. The product is [CH2:1]([O:3][C:4]([CH:6]1[CH2:7][CH2:8][N:9]([C:20]([O:22][C:23]([CH3:26])([CH3:24])[CH3:25])=[O:21])[CH2:10][CH:11]1[NH:12][CH2:13][C:14]1[CH:15]=[CH:16][CH:17]=[CH:18][CH:19]=1)=[O:5])[CH3:2]. The yield is 0.450. (2) The reactants are [N+:1]([C:4]1[CH:5]=[N:6][NH:7][CH:8]=1)([O-:3])=[O:2].[H-].[Na+].I[CH2:12][CH3:13]. The catalyst is CN(C=O)C. The product is [CH2:12]([N:6]1[CH:5]=[C:4]([N+:1]([O-:3])=[O:2])[CH:8]=[N:7]1)[CH3:13]. The yield is 0.510.